From a dataset of Reaction yield outcomes from USPTO patents with 853,638 reactions. Predict the reaction yield, written as a fraction of the theoretical maximum amount of product (1.0 means a 100% yield; for example, 0.34 means a 34% yield). (1) The reactants are [Cl:1][CH2:2][C:3](Cl)=O.[NH2:6][C:7]1[CH:22]=[CH:21][CH:20]=[C:19]([CH3:23])[C:8]=1[C:9]([NH:11][C:12]1[CH:17]=[CH:16][CH:15]=[CH:14][C:13]=1[CH3:18])=[O:10]. The catalyst is C(O)(=O)C. The product is [Cl:1][CH2:2][C:3]1[N:11]([C:12]2[CH:17]=[CH:16][CH:15]=[CH:14][C:13]=2[CH3:18])[C:9](=[O:10])[C:8]2[C:7](=[CH:22][CH:21]=[CH:20][C:19]=2[CH3:23])[N:6]=1. The yield is 0.230. (2) The reactants are [CH2:1]([O:8][C:9]1[N:14]=[C:13]([O:15][CH2:16][C:17]2[CH:22]=[CH:21][CH:20]=[CH:19][CH:18]=2)[C:12]([C:23]([CH3:26])([CH3:25])[CH3:24])=[C:11](Cl)[N:10]=1)[C:2]1[CH:7]=[CH:6][CH:5]=[CH:4][CH:3]=1.[C:28]([C:30]1[CH:31]=[C:32]([CH2:37][C:38]#[N:39])[CH:33]=[C:34]([CH3:36])[CH:35]=1)#[N:29].[H-].[Na+].[Cl-].[NH4+]. The catalyst is CN(C=O)C. The product is [CH2:1]([O:8][C:9]1[N:10]=[C:11]([CH:37]([C:38]#[N:39])[C:32]2[CH:31]=[C:30]([CH:35]=[C:34]([CH3:36])[CH:33]=2)[C:28]#[N:29])[C:12]([C:23]([CH3:26])([CH3:25])[CH3:24])=[C:13]([O:15][CH2:16][C:17]2[CH:22]=[CH:21][CH:20]=[CH:19][CH:18]=2)[N:14]=1)[C:2]1[CH:7]=[CH:6][CH:5]=[CH:4][CH:3]=1. The yield is 0.300. (3) The reactants are CC(C)([O-:4])C.[K+].[Cl:7][C:8]1[CH:13]=[CH:12][N:11]=[CH:10][C:9]=1[N+:14]([O-:16])=[O:15].C(OO)(C)(C)C.CCCCCCCCCC.N.O.[Cl-].[NH4+]. The catalyst is O1CCCC1. The product is [Cl:7][C:8]1[C:9]([N+:14]([O-:16])=[O:15])=[CH:10][N:11]=[C:12]([OH:4])[CH:13]=1. The yield is 0.340. (4) The catalyst is O.CCO. The product is [C:1]([CH2:15][CH2:16][CH2:17][CH2:18][CH2:19][CH2:20][CH2:21][CH2:22][CH2:23][O:24][C:25]1[CH:26]=[C:27]([C:31]([NH2:33])=[O:32])[CH:28]=[CH:29][CH:30]=1)#[N:2]. The reactants are [C-:1]#[N:2].[Na+].CC1C=CC(S(O[CH2:15][CH2:16][CH2:17][CH2:18][CH2:19][CH2:20][CH2:21][CH2:22][CH2:23][O:24][C:25]2[CH:30]=[CH:29][CH:28]=[C:27]([C:31]([NH2:33])=[O:32])[CH:26]=2)(=O)=O)=CC=1. The yield is 0.210. (5) The reactants are [CH:1]([N:4]1[C:8]2[CH:9]=[CH:10][CH:11]=[CH:12][C:7]=2[N:6]([CH2:13][C:14]2[N:18]([CH2:19][CH2:20][CH:21]([CH3:23])[CH3:22])[C:17]3[CH:24]=[CH:25][C:26]([C:28]#[N:29])=[CH:27][C:16]=3[N:15]=2)[C:5]1=[O:30])([CH3:3])[CH3:2].Cl.[NH2:32][OH:33].C(=O)([O-])[O-].[K+].[K+]. The catalyst is C(O)C.O. The product is [OH:33][NH:32][C:28]([C:26]1[CH:25]=[CH:24][C:17]2[N:18]([CH2:19][CH2:20][CH:21]([CH3:23])[CH3:22])[C:14]([CH2:13][N:6]3[C:7]4[CH:12]=[CH:11][CH:10]=[CH:9][C:8]=4[N:4]([CH:1]([CH3:2])[CH3:3])[C:5]3=[O:30])=[N:15][C:16]=2[CH:27]=1)=[NH:29]. The yield is 0.850. (6) The reactants are [N:1]12[CH2:9][CH2:8][CH:5]([CH2:6][CH2:7]1)[NH:4][CH2:3][CH2:2]2.Cl[C:11]1[O:12][C:13]2[CH:19]=[CH:18][C:17]([C:20]3[CH:25]=[CH:24][CH:23]=[CH:22][CH:21]=3)=[CH:16][C:14]=2[N:15]=1.CC(C)([O-])C.[Na+].C1(C)C=CC=CC=1. The catalyst is C(OCC)(=O)C.O. The product is [C:20]1([C:17]2[CH:18]=[CH:19][C:13]3[O:12][C:11]([N:4]4[CH:5]5[CH2:8][CH2:9][N:1]([CH2:7][CH2:6]5)[CH2:2][CH2:3]4)=[N:15][C:14]=3[CH:16]=2)[CH:21]=[CH:22][CH:23]=[CH:24][CH:25]=1. The yield is 0.420. (7) The reactants are [OH:1][C:2]1[CH:9]=[CH:8][C:5]([CH:6]=[O:7])=[CH:4][CH:3]=1.[Br:10][CH:11](Br)[CH3:12].O. The catalyst is [OH-].[Na+]. The product is [Br:10][CH2:11][CH2:12][O:1][C:2]1[CH:9]=[CH:8][C:5]([CH:6]=[O:7])=[CH:4][CH:3]=1. The yield is 0.190.